This data is from Catalyst prediction with 721,799 reactions and 888 catalyst types from USPTO. The task is: Predict which catalyst facilitates the given reaction. Reactant: [Br:1][C:2]1[N:3]=[C:4]2[C:10]([C:11]([OH:13])=O)=[CH:9][N:8]([CH2:14][O:15][CH2:16][CH2:17][Si:18]([CH3:21])([CH3:20])[CH3:19])[C:5]2=[N:6][CH:7]=1.CN(C(ON1N=[N:37][C:32]2[CH:33]=CC=N[C:31]1=2)=[N+](C)C)C.F[P-](F)(F)(F)(F)F.CN(C=O)C.CC(N)C. The catalyst class is: 6. Product: [Br:1][C:2]1[N:3]=[C:4]2[C:10]([C:11]([NH:37][CH:32]([CH3:33])[CH3:31])=[O:13])=[CH:9][N:8]([CH2:14][O:15][CH2:16][CH2:17][Si:18]([CH3:21])([CH3:20])[CH3:19])[C:5]2=[N:6][CH:7]=1.